Dataset: Forward reaction prediction with 1.9M reactions from USPTO patents (1976-2016). Task: Predict the product of the given reaction. (1) The product is: [Si:24]([O:18][CH2:5][CH:6]([OH:17])[CH2:7][CH2:8][CH2:9][CH2:10][CH2:11][CH2:12][CH2:13][CH2:14][CH2:15][CH3:16])([C:20]([CH3:23])([CH3:22])[CH3:21])([CH3:26])[CH3:25]. Given the reactants C([O-])(=O)C.[CH2:5]([OH:18])[CH:6]([OH:17])[CH2:7][CH2:8][CH2:9][CH2:10][CH2:11][CH2:12][CH2:13][CH2:14][CH2:15][CH3:16].[Cl-].[C:20]([SiH:24]([CH3:26])[CH3:25])([CH3:23])([CH3:22])[CH3:21], predict the reaction product. (2) Given the reactants NC1N(C2C=C(CC(OCC)=O)C=CC=2)N=C(C2SC=CC=2)C=1.[NH2:24][C:25]1[N:29]([C:30]2[CH:31]=[C:32]([CH:36]([CH3:42])[C:37]([O:39]CC)=[O:38])[CH:33]=[CH:34][CH:35]=2)[N:28]=[C:27]([C:43]2[S:44][CH:45]=[CH:46][CH:47]=2)[CH:26]=1.[Cl:48][C:49]1[C:54]([Cl:55])=[CH:53][CH:52]=[CH:51][C:50]=1[N:56]=[C:57]=[O:58], predict the reaction product. The product is: [Cl:48][C:49]1[C:54]([Cl:55])=[CH:53][CH:52]=[CH:51][C:50]=1[NH:56][C:57](=[O:58])[NH:24][C:25]1[N:29]([C:30]2[CH:31]=[C:32]([CH:36]([CH3:42])[C:37]([OH:39])=[O:38])[CH:33]=[CH:34][CH:35]=2)[N:28]=[C:27]([C:43]2[S:44][CH:45]=[CH:46][CH:47]=2)[CH:26]=1. (3) Given the reactants Br[C:2]1[CH:3]=[CH:4][C:5](OCCCCCCC)=[C:6]([CH:38]=1)[C:7]([NH:9][C@@H:10]([CH2:14][C:15]1[CH:20]=[CH:19][C:18]([C:21]2[CH:26]=[CH:25][CH:24]=[CH:23][C:22]=2OC2C=CC(C(F)(F)F)=CC=2)=[CH:17][CH:16]=1)[C:11]([OH:13])=[O:12])=[O:8].[CH3:47][S:48]([C:51]1[CH:56]=[CH:55][C:54](B(O)O)=[CH:53][CH:52]=1)(=[O:50])=[O:49], predict the reaction product. The product is: [C:18]1([C:21]2[CH:22]=[CH:23][CH:24]=[CH:25][CH:26]=2)[CH:19]=[CH:20][C:15]([CH2:14][C@H:10]([NH:9][C:7]([C:6]2[CH:38]=[C:2]([C:54]3[CH:55]=[CH:56][C:51]([S:48]([CH3:47])(=[O:50])=[O:49])=[CH:52][CH:53]=3)[CH:3]=[CH:4][CH:5]=2)=[O:8])[C:11]([OH:13])=[O:12])=[CH:16][CH:17]=1. (4) Given the reactants BrC1C=CC(OC2[CH2:16][CH2:15][O:14]CC2)=C(C=1)C=O.C(OC(N1C[CH2:28][CH:27]([CH2:30][O:31][C:32]2[CH:37]=[CH:36][C:35]([I:38])=[CH:34][C:33]=2[CH:39]=O)CC1)=O)(C)(C)C.[CH3:41][Si:42](N[Si:42]([CH3:44])([CH3:43])[CH3:41])([CH3:44])[CH3:43].C([Li])CCC.C[Si](Cl)(C)C.[CH2:60]([N:62](CC)CC)[CH3:61].C(Cl)(=[O:69])C, predict the reaction product. The product is: [I:38][C:35]1[CH:36]=[CH:37][C:32]([O:31][CH:30]2[CH2:27][CH2:28][O:14][CH2:15][CH2:16]2)=[C:33]([CH:39]=[N:62][C:60]([O:69][Si:42]([CH3:44])([CH3:43])[CH3:41])=[CH2:61])[CH:34]=1. (5) The product is: [CH2:13]([C:17]1[N:18]=[C:19]([CH3:55])[N:20]([CH2:39][CH:40]([OH:47])[C:41]2[CH:42]=[CH:43][CH:44]=[CH:45][CH:46]=2)[C:21](=[O:38])[C:22]=1[CH2:23][C:24]1[CH:29]=[CH:28][C:27]([C:30]2[CH:35]=[CH:34][CH:33]=[CH:32][C:31]=2[C:36]2[NH:37][C:4](=[O:7])[O:5][N:3]=2)=[CH:26][CH:25]=1)[CH2:14][CH2:15][CH3:16]. Given the reactants [Cl-].O[NH3+:3].[C:4](=[O:7])([O-])[OH:5].[Na+].CS(C)=O.[CH2:13]([C:17]1[N:18]=[C:19]([CH3:55])[N:20]([CH2:39][CH:40]([O:47][Si](C(C)(C)C)(C)C)[C:41]2[CH:46]=[CH:45][CH:44]=[CH:43][CH:42]=2)[C:21](=[O:38])[C:22]=1[CH2:23][C:24]1[CH:29]=[CH:28][C:27]([C:30]2[C:31]([C:36]#[N:37])=[CH:32][CH:33]=[CH:34][CH:35]=2)=[CH:26][CH:25]=1)[CH2:14][CH2:15][CH3:16], predict the reaction product. (6) Given the reactants CC([O-])=O.[K+].[B:15]1([B:15]2[O:19][C:18]([CH3:21])([CH3:20])[C:17]([CH3:23])([CH3:22])[O:16]2)[O:19][C:18]([CH3:21])([CH3:20])[C:17]([CH3:23])([CH3:22])[O:16]1.Br[C:25]1[CH:26]=[CH:27][C:28]([Cl:35])=[C:29]([C:31]([F:34])([F:33])[F:32])[CH:30]=1.CCOC(C)=O, predict the reaction product. The product is: [Cl:35][C:28]1[CH:27]=[CH:26][C:25]([B:15]2[O:16][C:17]([CH3:22])([CH3:23])[C:18]([CH3:20])([CH3:21])[O:19]2)=[CH:30][C:29]=1[C:31]([F:32])([F:33])[F:34]. (7) Given the reactants [CH3:1][O:2][C:3]([C:5]1[C:13]2[O:12][C:11](S)=[N:10][C:9]=2[CH:8]=[CH:7][CH:6]=1)=[O:4].S(Cl)([Cl:17])=O.CN(C=O)C, predict the reaction product. The product is: [CH3:1][O:2][C:3]([C:5]1[C:13]2[O:12][C:11]([Cl:17])=[N:10][C:9]=2[CH:8]=[CH:7][CH:6]=1)=[O:4].